Dataset: Full USPTO retrosynthesis dataset with 1.9M reactions from patents (1976-2016). Task: Predict the reactants needed to synthesize the given product. Given the product [ClH:30].[F:2][C:3]1[CH:22]=[C:21]([CH3:23])[C:20]([OH:24])=[CH:19][C:4]=1[NH:5][C:6]1[C:15]2[C:10](=[CH:11][C:12]([O:18][CH2:31][C:32]3[N:33]([CH3:37])[CH:34]=[CH:35][N:36]=3)=[C:13]([O:16][CH3:17])[CH:14]=2)[N:9]=[CH:8][N:7]=1, predict the reactants needed to synthesize it. The reactants are: Cl.[F:2][C:3]1[CH:22]=[C:21]([CH3:23])[C:20]([O:24]C(OC)=O)=[CH:19][C:4]=1[NH:5][C:6]1[C:15]2[C:10](=[CH:11][C:12]([OH:18])=[C:13]([O:16][CH3:17])[CH:14]=2)[N:9]=[CH:8][N:7]=1.Cl.[Cl:30][CH2:31][C:32]1[N:33]([CH3:37])[CH:34]=[CH:35][N:36]=1.C(=O)([O-])[O-].[K+].[K+].[I-].[K+].